Dataset: Reaction yield outcomes from USPTO patents with 853,638 reactions. Task: Predict the reaction yield, written as a fraction of the theoretical maximum amount of product (1.0 means a 100% yield; for example, 0.34 means a 34% yield). (1) The reactants are O=[C:2]1[CH2:7][CH2:6][N:5]([C:8]([O:10][C:11]([CH3:14])([CH3:13])[CH3:12])=[O:9])[CH2:4][CH2:3]1.[H][H].[CH3:17][NH2:18]. The catalyst is [Pd]. The product is [CH3:17][NH:18][CH:2]1[CH2:7][CH2:6][N:5]([C:8]([O:10][C:11]([CH3:14])([CH3:13])[CH3:12])=[O:9])[CH2:4][CH2:3]1. The yield is 0.980. (2) The reactants are [CH3:1][C:2]1[CH:11]=[CH:10][C:9]2[CH2:8][CH2:7][CH2:6][N:5]([C:12]([O:14][C:15]([CH3:18])([CH3:17])[CH3:16])=[O:13])[C:4]=2[N:3]=1.[CH2:19]([O:21][C:22](=O)[O:23]CC)[CH3:20].[Li+].CC([N-]C(C)C)C. The catalyst is C1COCC1. The product is [C:15]([O:14][C:12]([N:5]1[C:4]2[N:3]=[C:2]([CH2:1][C:22]([O:21][CH2:19][CH3:20])=[O:23])[CH:11]=[CH:10][C:9]=2[CH2:8][CH2:7][CH2:6]1)=[O:13])([CH3:18])([CH3:17])[CH3:16]. The yield is 0.830.